Predict the product of the given reaction. From a dataset of Forward reaction prediction with 1.9M reactions from USPTO patents (1976-2016). (1) Given the reactants [F:1][C:2]1[C:10]2[O:9][CH2:8][CH2:7][C:6]=2[CH:5]=[C:4]([NH:11]N=C2CCCNC2=O)[CH:3]=1.O.[CH:21]([OH:23])=O, predict the reaction product. The product is: [F:1][C:2]1[C:10]2[O:9][CH2:8][CH2:7][C:6]=2[C:5]2[C:2]3[CH2:3][CH2:4][NH:11][C:21](=[O:23])[C:10]=3[NH:11][C:4]=2[CH:3]=1. (2) Given the reactants [F:1][C:2]([F:17])([F:16])[C:3]1[CH:4]=[C:5]2[C:9](=[C:10]([C:12]([O:14][CH3:15])=[O:13])[CH:11]=1)[NH:8][N:7]=[CH:6]2.I[CH2:19][CH:20]([CH3:22])[CH3:21], predict the reaction product. The product is: [CH3:15][O:14][C:12]([C:10]1[CH:11]=[C:3]([C:2]([F:1])([F:16])[F:17])[CH:4]=[C:5]2[C:9]=1[N:8]([CH2:19][CH:20]([CH3:22])[CH3:21])[N:7]=[CH:6]2)=[O:13]. (3) Given the reactants Cl[C:2]1[C:3]2[C:4](=[CH:17][N:18](CC3C=CC(OC)=CC=3)[N:19]=2)[N:5]=[C:6]([C:8]2[CH:9]=[C:10]3[NH:16][CH:15]=[CH:14][C:11]3=[N:12][CH:13]=2)[N:7]=1.[O:29]1[CH2:34][CH2:33][N:32]([C:35]2[CH:41]=[CH:40][C:38]([NH2:39])=[CH:37][CH:36]=2)[CH2:31][CH2:30]1.Cl, predict the reaction product. The product is: [O:29]1[CH2:30][CH2:31][N:32]([C:35]2[CH:36]=[CH:37][C:38]([NH:39][C:2]3[C:3]4[NH:19][N:18]=[CH:17][C:4]=4[N:5]=[C:6]([C:8]4[CH:9]=[C:10]5[NH:16][CH:15]=[CH:14][C:11]5=[N:12][CH:13]=4)[N:7]=3)=[CH:40][CH:41]=2)[CH2:33][CH2:34]1.